This data is from Full USPTO retrosynthesis dataset with 1.9M reactions from patents (1976-2016). The task is: Predict the reactants needed to synthesize the given product. (1) Given the product [S:12]=[C:1]1[N:25]([CH2:24][C:23]2[CH:26]=[C:27]([O:31][CH3:32])[C:28]([O:29][CH3:30])=[C:21]([O:20][CH3:19])[CH:22]=2)[C:9](=[O:11])[CH2:8][S:7]1, predict the reactants needed to synthesize it. The reactants are: [C:1](=[S:12])([S:7][CH2:8][C:9]([OH:11])=O)SCC(O)=O.C(=O)([O-])[O-].[K+].[K+].[CH3:19][O:20][C:21]1[CH:22]=[C:23]([CH:26]=[C:27]([O:31][CH3:32])[C:28]=1[O:29][CH3:30])[CH2:24][NH2:25]. (2) Given the product [NH:13]1[C:12]2[CH:16]=[CH:17][C:9]([N:8]3[CH:21]([C:20]4[C:19]([F:18])=[CH:26][CH:25]=[CH:24][C:23]=4[F:27])[CH2:35][NH:34][C:39]3=[O:40])=[CH:10][C:11]=2[N:15]=[CH:14]1, predict the reactants needed to synthesize it. The reactants are: FC(F)(F)C([O-])=O.[NH2:8][C:9]1[CH:17]=[CH:16][C:12]2[N:13]=[CH:14][NH:15][C:11]=2[CH:10]=1.[F:18][C:19]1[CH:26]=[CH:25][CH:24]=[C:23]([F:27])[C:20]=1[CH:21]=O.[Si](C#N)(C)(C)C.[N:34]1([C:39](N2C=CN=C2)=[O:40])C=CN=[CH:35]1. (3) Given the product [NH3:2].[CH3:12][OH:13].[CH:24]([OH:30])=[O:25].[CH:32]([OH:38])=[O:33].[O:44]1[C:53]2[CH:52]=[C:51]([CH2:54][NH:23][CH:20]3[CH2:21][CH2:22][N:17]([CH2:16][C@H:15]4[N:10]5[C:11]6[C:12](=[C:3]([C:1]#[N:2])[CH:4]=[N:5][C:6]=6[CH:7]=[CH:8][C:9]5=[O:31])[O:13][CH2:14]4)[CH2:18][CH2:19]3)[N:50]=[CH:49][C:48]=2[O:47][CH2:46][CH2:45]1, predict the reactants needed to synthesize it. The reactants are: [C:1]([C:3]1[CH:4]=[N:5][C:6]2[CH:7]=[CH:8][C:9](=[O:31])[N:10]3[C@H:15]([CH2:16][N:17]4[CH2:22][CH2:21][CH:20]([NH:23][C:24](=[O:30])[O:25]C(C)(C)C)[CH2:19][CH2:18]4)[CH2:14][O:13][C:12]=1[C:11]=23)#[N:2].[C:32]([OH:38])(C(F)(F)F)=[O:33].C([O-])(=O)C.[Na+].[O:44]1[C:53]2[CH:52]=[C:51]([CH:54]=O)[N:50]=[CH:49][C:48]=2[O:47][CH2:46][CH2:45]1.